From a dataset of Forward reaction prediction with 1.9M reactions from USPTO patents (1976-2016). Predict the product of the given reaction. Given the reactants [F:1][C:2]1[N:7]=[C:6]([N:8]2[CH2:13][CH2:12][NH:11][CH2:10][CH2:9]2)[CH:5]=[CH:4][CH:3]=1.[Br:14][CH2:15][CH2:16][CH2:17]Br.C(=O)([O-])[O-].[K+].[K+], predict the reaction product. The product is: [Br:14][CH2:15][CH2:16][CH2:17][N:11]1[CH2:12][CH2:13][N:8]([C:6]2[CH:5]=[CH:4][CH:3]=[C:2]([F:1])[N:7]=2)[CH2:9][CH2:10]1.